Dataset: Peptide-MHC class I binding affinity with 185,985 pairs from IEDB/IMGT. Task: Regression. Given a peptide amino acid sequence and an MHC pseudo amino acid sequence, predict their binding affinity value. This is MHC class I binding data. (1) The peptide sequence is HPQKVTKFM. The MHC is HLA-B07:02 with pseudo-sequence HLA-B07:02. The binding affinity (normalized) is 0.680. (2) The peptide sequence is FMYSDFHFI. The MHC is HLA-A02:03 with pseudo-sequence HLA-A02:03. The binding affinity (normalized) is 0.835. (3) The peptide sequence is SSPDAVTTY. The MHC is HLA-A30:02 with pseudo-sequence HLA-A30:02. The binding affinity (normalized) is 0.251. (4) The peptide sequence is ITRKEAEQF. The MHC is HLA-A23:01 with pseudo-sequence HLA-A23:01. The binding affinity (normalized) is 0.0847. (5) The peptide sequence is SLICGAALY. The MHC is HLA-A02:03 with pseudo-sequence HLA-A02:03. The binding affinity (normalized) is 0.317. (6) The peptide sequence is NMYELQKLNSW. The binding affinity (normalized) is 0.192. The MHC is Mamu-A11 with pseudo-sequence Mamu-A11.